From a dataset of Peptide-MHC class I binding affinity with 185,985 pairs from IEDB/IMGT. Regression. Given a peptide amino acid sequence and an MHC pseudo amino acid sequence, predict their binding affinity value. This is MHC class I binding data. (1) The peptide sequence is ILNHKFCNL. The MHC is HLA-B46:01 with pseudo-sequence HLA-B46:01. The binding affinity (normalized) is 0.0847. (2) The peptide sequence is VQPPQLTLQV. The MHC is HLA-B40:01 with pseudo-sequence HLA-B40:01. The binding affinity (normalized) is 0. (3) The peptide sequence is KIRLRPGGK. The MHC is HLA-B54:01 with pseudo-sequence HLA-B54:01. The binding affinity (normalized) is 0. (4) The peptide sequence is RMYSPTSI. The MHC is HLA-B45:01 with pseudo-sequence HLA-B45:01. The binding affinity (normalized) is 0.